Dataset: HIV replication inhibition screening data with 41,000+ compounds from the AIDS Antiviral Screen. Task: Binary Classification. Given a drug SMILES string, predict its activity (active/inactive) in a high-throughput screening assay against a specified biological target. (1) The drug is N#Cc1nnn(-c2ccccc2)c1O. The result is 0 (inactive). (2) The molecule is CCCCCCN(CCCCCC)C1=CC(=O)C(=O)c2ccccc21.Cl. The result is 0 (inactive).